Dataset: CYP2C19 inhibition data for predicting drug metabolism from PubChem BioAssay. Task: Regression/Classification. Given a drug SMILES string, predict its absorption, distribution, metabolism, or excretion properties. Task type varies by dataset: regression for continuous measurements (e.g., permeability, clearance, half-life) or binary classification for categorical outcomes (e.g., BBB penetration, CYP inhibition). Dataset: cyp2c19_veith. The drug is C=O.N#[N+]c1ccc(Nc2ccccc2)cc1.O=S(=O)(O)O. The result is 0 (non-inhibitor).